This data is from Catalyst prediction with 721,799 reactions and 888 catalyst types from USPTO. The task is: Predict which catalyst facilitates the given reaction. (1) The catalyst class is: 5. Product: [C:1]1([C:11]([C:19]2[CH:24]=[CH:23][CH:22]=[CH:21][CH:20]=2)([OH:18])[C:12]#[CH:13])[C:10]2[C:5](=[CH:6][CH:7]=[CH:8][CH:9]=2)[CH:4]=[CH:3][CH:2]=1. Reactant: [C:1]1([C:11]([C:19]2[CH:24]=[CH:23][CH:22]=[CH:21][CH:20]=2)([OH:18])[C:12]#[C:13][Si](C)(C)C)[C:10]2[C:5](=[CH:6][CH:7]=[CH:8][CH:9]=2)[CH:4]=[CH:3][CH:2]=1.C([O-])([O-])=O.[K+].[K+]. (2) Reactant: C(N(CC)C(C)C)(C)C.CN(C(ON1N=NC2C=CC=NC1=2)=[N+](C)C)C.F[P-](F)(F)(F)(F)F.[Cl:34][C:35]1[CH:36]=[C:37]([CH:54]=[CH:55][CH:56]=1)[CH2:38][NH:39][C:40]1[N:53]=[C:43]2[C:44]([O:51][CH3:52])=[CH:45][C:46]([C:48]([OH:50])=O)=[CH:47][N:42]2[N:41]=1.[CH3:57][O:58][CH2:59][CH:60]1[NH:65][CH2:64][C:63]([CH2:67][CH2:68][OH:69])([CH3:66])[O:62][CH2:61]1. Product: [Cl:34][C:35]1[CH:36]=[C:37]([CH:54]=[CH:55][CH:56]=1)[CH2:38][NH:39][C:40]1[N:53]=[C:43]2[C:44]([O:51][CH3:52])=[CH:45][C:46]([C:48]([N:65]3[CH:60]([CH2:59][O:58][CH3:57])[CH2:61][O:62][C:63]([CH2:67][CH2:68][OH:69])([CH3:66])[CH2:64]3)=[O:50])=[CH:47][N:42]2[N:41]=1. The catalyst class is: 9.